This data is from Full USPTO retrosynthesis dataset with 1.9M reactions from patents (1976-2016). The task is: Predict the reactants needed to synthesize the given product. (1) Given the product [NH2:45][C:38]1[C:39]2[N:40]([CH:42]=[CH:43][N:44]=2)[CH2:41][C@:36]([C:34]2[CH:35]=[C:30]([NH:29][C:8]([C:5]3[CH:4]=[CH:3][C:2]([F:1])=[CH:7][N:6]=3)=[O:10])[CH:31]=[CH:32][C:33]=2[F:47])([CH3:46])[N:37]=1, predict the reactants needed to synthesize it. The reactants are: [F:1][C:2]1[CH:3]=[CH:4][C:5]([C:8]([OH:10])=O)=[N:6][CH:7]=1.[Cl-].COC1N=C(OC)N=C([N+]2(C)CCOCC2)N=1.[NH2:29][C:30]1[CH:31]=[CH:32][C:33]([F:47])=[C:34]([C@:36]2([CH3:46])[CH2:41][N:40]3[CH:42]=[CH:43][N:44]=[C:39]3[C:38]([NH2:45])=[N:37]2)[CH:35]=1.C([O-])([O-])=O.[Na+].[Na+]. (2) Given the product [CH2:32]([N:34]([CH2:39][CH3:40])[CH2:35][CH2:36][CH2:37][NH:38][C:29]([C:26]1[CH:25]=[CH:24][C:23]([C:12]2[CH:13]=[C:14]([C:17]3[O:18][C:19]([CH3:22])=[N:20][N:21]=3)[CH:15]=[CH:16][C:11]=2[CH3:10])=[CH:28][CH:27]=1)=[O:30])[CH3:33], predict the reactants needed to synthesize it. The reactants are: CCN(C(C)C)C(C)C.[CH3:10][C:11]1[CH:16]=[CH:15][C:14]([C:17]2[O:18][C:19]([CH3:22])=[N:20][N:21]=2)=[CH:13][C:12]=1[C:23]1[CH:28]=[CH:27][C:26]([C:29](O)=[O:30])=[CH:25][CH:24]=1.[CH2:32]([N:34]([CH2:39][CH3:40])[CH2:35][CH2:36][CH2:37][NH2:38])[CH3:33].CN(C(ON1N=NC2C=CC=CC1=2)=[N+](C)C)C.F[P-](F)(F)(F)(F)F.C1C=CC2N(O)N=NC=2C=1. (3) Given the product [Br:1][C:2]1[CH:3]=[C:4]([CH2:8][N:9]([CH3:10])[C:11](=[O:18])[C:12]2[CH:17]=[CH:16][CH:15]=[CH:14][CH:13]=2)[CH:5]=[N:6][CH:7]=1, predict the reactants needed to synthesize it. The reactants are: [Br:1][C:2]1[CH:3]=[C:4]([CH2:8][NH:9][CH3:10])[CH:5]=[N:6][CH:7]=1.[C:11](Cl)(=[O:18])[C:12]1[CH:17]=[CH:16][CH:15]=[CH:14][CH:13]=1. (4) Given the product [Cl:1][C:2]1[CH:3]=[C:4]([C:9]2([CH2:15][N:17]([CH3:19])[CH3:18])[CH2:14][CH2:13][CH2:12][CH2:11][CH2:10]2)[CH:5]=[CH:6][C:7]=1[Cl:8], predict the reactants needed to synthesize it. The reactants are: [Cl:1][C:2]1[CH:3]=[C:4]([C:9]2([C:15]([N:17]([CH3:19])[CH3:18])=O)[CH2:14][CH2:13][CH2:12][CH2:11][CH2:10]2)[CH:5]=[CH:6][C:7]=1[Cl:8].Cl. (5) Given the product [F:40][C:23]1[CH:22]=[C:21]([C@H:17]2[O:18][CH2:19][CH2:20][NH:15][CH2:16]2)[CH:26]=[CH:25][C:24]=1[NH:27][C:28]([C:30]1[C:38]2[C:33](=[CH:34][C:35]([F:39])=[CH:36][CH:37]=2)[NH:32][N:31]=1)=[O:29], predict the reactants needed to synthesize it. The reactants are: FC(F)(F)C(O)=O.C(OC([N:15]1[CH2:20][CH2:19][O:18][C@H:17]([C:21]2[CH:26]=[CH:25][C:24]([NH:27][C:28]([C:30]3[C:38]4[C:33](=[CH:34][C:35]([F:39])=[CH:36][CH:37]=4)[NH:32][N:31]=3)=[O:29])=[C:23]([F:40])[CH:22]=2)[CH2:16]1)=O)(C)(C)C.[OH-].[Na+]. (6) The reactants are: [C:9](O[C:9]([O:11][C:12]([CH3:15])([CH3:14])[CH3:13])=[O:10])([O:11][C:12]([CH3:15])([CH3:14])[CH3:13])=[O:10].[CH3:16][C:17]1([CH3:25])[CH2:23][CH2:22][NH:21][C:20](=[O:24])[CH2:19][CH2:18]1. Given the product [CH3:16][C:17]1([CH3:25])[CH2:23][CH2:22][N:21]([C:9]([O:11][C:12]([CH3:13])([CH3:14])[CH3:15])=[O:10])[C:20](=[O:24])[CH2:19][CH2:18]1, predict the reactants needed to synthesize it. (7) Given the product [CH:7]1([C:10]2[C:15]([C:16]([N:18]3[CH2:22][CH2:21][CH:20]([C:23]4[CH:24]=[N:25][CH:26]=[CH:27][CH:28]=4)[CH2:19]3)=[O:17])=[CH:14][N:13]=[C:12]([N:1]3[CH2:6][CH2:5][O:4][CH2:3][CH2:2]3)[N:11]=2)[CH2:8][CH2:9]1.[CH:7]1([C:10]2[C:15]([C:16]([N:18]3[CH2:22][CH2:21][CH:20]([C:23]4[CH:24]=[N+:25]([O-:36])[CH:26]=[CH:27][CH:28]=4)[CH2:19]3)=[O:17])=[CH:14][N:13]=[C:12]([N:1]3[CH2:6][CH2:5][O:4][CH2:3][CH2:2]3)[N:11]=2)[CH2:9][CH2:8]1, predict the reactants needed to synthesize it. The reactants are: [NH:1]1[CH2:6][CH2:5][O:4][CH2:3][CH2:2]1.[CH:7]1([C:10]2[C:15]([C:16]([N:18]3[CH2:22][CH2:21][CH:20]([C:23]4[CH:24]=[N:25][CH:26]=[CH:27][CH:28]=4)[CH2:19]3)=[O:17])=[CH:14][N:13]=[C:12](S(C)(=O)=O)[N:11]=2)[CH2:9][CH2:8]1.C1C[O:36]CC1.